Dataset: Forward reaction prediction with 1.9M reactions from USPTO patents (1976-2016). Task: Predict the product of the given reaction. Given the reactants [OH:1][CH2:2][C:3]1[CH:4]=[C:5]([S:9][C:10]2[CH:11]=[CH:12][C:13]([C:16]#[N:17])=[N:14][CH:15]=2)[CH:6]=[CH:7][CH:8]=1.[OH:18][C:19]1[C:24]([CH2:25][CH2:26][CH3:27])=[C:23](O)[CH:22]=[CH:21][C:20]=1[C:29](=[O:31])[CH3:30], predict the reaction product. The product is: [C:29]([C:20]1[CH:21]=[CH:22][C:23]([O:1][CH2:2][C:3]2[CH:4]=[C:5]([S:9][C:10]3[CH:11]=[CH:12][C:13]([C:16]#[N:17])=[N:14][CH:15]=3)[CH:6]=[CH:7][CH:8]=2)=[C:24]([CH2:25][CH2:26][CH3:27])[C:19]=1[OH:18])(=[O:31])[CH3:30].